From a dataset of Catalyst prediction with 721,799 reactions and 888 catalyst types from USPTO. Predict which catalyst facilitates the given reaction. (1) Reactant: [Br:1][C:2]1[CH:7]=[CH:6][CH:5]=[C:4](F)[N:3]=1.Cl.[O:10]1[CH2:15][CH2:14][CH:13]([CH2:16][NH2:17])[CH2:12][CH2:11]1.C(N(CC)CC)C. The catalyst class is: 197. Product: [Br:1][C:2]1[N:3]=[C:4]([NH:17][CH2:16][CH:13]2[CH2:14][CH2:15][O:10][CH2:11][CH2:12]2)[CH:5]=[CH:6][CH:7]=1. (2) Reactant: [NH:1]1[C:9]2[C:4](=[CH:5][CH:6]=[CH:7][CH:8]=2)[CH2:3][CH2:2]1.[C:10]([O:14][C:15]([N:17]1[CH2:22][CH2:21][C:20]([NH:26][C:27]([O:29][C:30]([CH3:33])([CH3:32])[CH3:31])=[O:28])([C:23](O)=[O:24])[CH2:19][CH2:18]1)=[O:16])([CH3:13])([CH3:12])[CH3:11].CN(C(ON1N=NC2C=CC=NC1=2)=[N+](C)C)C.F[P-](F)(F)(F)(F)F.CCN(C(C)C)C(C)C. Product: [C:10]([O:14][C:15]([N:17]1[CH2:22][CH2:21][C:20]([NH:26][C:27]([O:29][C:30]([CH3:33])([CH3:32])[CH3:31])=[O:28])([C:23]([N:1]2[C:9]3[C:4](=[CH:5][CH:6]=[CH:7][CH:8]=3)[CH2:3][CH2:2]2)=[O:24])[CH2:19][CH2:18]1)=[O:16])([CH3:13])([CH3:12])[CH3:11]. The catalyst class is: 3. (3) Reactant: [Br:1][C:2]1[S:3][C:4](Br)=[CH:5][CH:6]=1.C([Li])CCC.[O:13]1[C:17]2[CH:18]=[CH:19][C:20]([CH:22]=[O:23])=[CH:21][C:16]=2[CH:15]=[CH:14]1.O. Product: [O:13]1[C:17]2[CH:18]=[CH:19][C:20]([CH:22]([C:4]3[S:3][C:2]([Br:1])=[CH:6][CH:5]=3)[OH:23])=[CH:21][C:16]=2[CH:15]=[CH:14]1. The catalyst class is: 7. (4) Reactant: [C:1]1([CH:7]([NH:11][C:12]2[CH:17]=[CH:16][CH:15]=[CH:14][CH:13]=2)[C:8]([OH:10])=[O:9])[CH:6]=[CH:5][CH:4]=[CH:3][CH:2]=1.C(Cl)CCl.C1C=CC2N(O)N=NC=2C=1.[CH3:32][N:33]1[CH:38]2[CH2:39][CH2:40][CH:34]1[CH2:35][CH:36](O)[CH2:37]2. Product: [C:1]1([CH:7]([NH:11][C:12]2[CH:17]=[CH:16][CH:15]=[CH:14][CH:13]=2)[C:8]([O:10][CH:36]2[CH2:37][CH:38]3[N:33]([CH3:32])[CH:34]([CH2:40][CH2:39]3)[CH2:35]2)=[O:9])[CH:2]=[CH:3][CH:4]=[CH:5][CH:6]=1. The catalyst class is: 3. (5) Reactant: [Cl:1][C:2]1[N:7]=[C:6](Cl)[C:5]([O:9][CH3:10])=[CH:4][N:3]=1.C([O-])([O-])=O.[K+].[K+].[Cl:17][C:18]1[CH:19]=[C:20]([CH2:25][S:26]([NH2:29])(=[O:28])=[O:27])[CH:21]=[C:22]([Cl:24])[CH:23]=1. Product: [Cl:1][C:2]1[N:7]=[C:6]([NH:29][S:26]([CH2:25][C:20]2[CH:21]=[C:22]([Cl:24])[CH:23]=[C:18]([Cl:17])[CH:19]=2)(=[O:27])=[O:28])[C:5]([O:9][CH3:10])=[CH:4][N:3]=1. The catalyst class is: 23. (6) Reactant: C([O:8][C:9]1[CH:14]=[CH:13][C:12]([N:15]([CH3:63])[C:16]([C:18]2[CH:19]=[C:20]([C:27]3[CH:28]=[C:29]4[C:33](=[CH:34][C:35]=3[C:36]([N:38]3[C@H:47]([CH3:48])[CH2:46][C:45]5[C:40](=[CH:41][CH:42]=[CH:43][CH:44]=5)[CH2:39]3)=[O:37])[CH2:32][N:31]([C:49](=[O:62])[CH2:50][C:51]3[N:52]=[C:53]([C:56]5[CH:61]=[N:60][CH:59]=[CH:58][N:57]=5)[S:54][CH:55]=3)[CH2:30]4)[N:21]3[C:26]=2[CH2:25][CH2:24][CH2:23][CH2:22]3)=[O:17])=[CH:11][CH:10]=1)C1C=CC=CC=1.B(Cl)(Cl)Cl. Product: [OH:8][C:9]1[CH:10]=[CH:11][C:12]([N:15]([CH3:63])[C:16]([C:18]2[CH:19]=[C:20]([C:27]3[CH:28]=[C:29]4[C:33](=[CH:34][C:35]=3[C:36]([N:38]3[C@H:47]([CH3:48])[CH2:46][C:45]5[C:40](=[CH:41][CH:42]=[CH:43][CH:44]=5)[CH2:39]3)=[O:37])[CH2:32][N:31]([C:49](=[O:62])[CH2:50][C:51]3[N:52]=[C:53]([C:56]5[CH:61]=[N:60][CH:59]=[CH:58][N:57]=5)[S:54][CH:55]=3)[CH2:30]4)[N:21]3[C:26]=2[CH2:25][CH2:24][CH2:23][CH2:22]3)=[O:17])=[CH:13][CH:14]=1. The catalyst class is: 4. (7) Reactant: C([O:3][C:4](=O)[CH2:5][CH:6]([C:8]1[C:9]([Cl:14])=[N:10][CH:11]=[CH:12][CH:13]=1)[OH:7])C.[H-].[H-].[H-].[H-].[Li+].[Al+3]. Product: [Cl:14][C:9]1[C:8]([CH:6]([OH:7])[CH2:5][CH2:4][OH:3])=[CH:13][CH:12]=[CH:11][N:10]=1. The catalyst class is: 1. (8) Reactant: [C:1](=[O:28])(OC1C=CC([N+]([O-])=O)=CC=1)[O:2][CH:3]1[CH2:8][CH2:7][N:6]([C:9]2[CH:14]=[CH:13][C:12]([C:15](=[O:17])[NH2:16])=[CH:11][N:10]=2)[CH2:5][CH2:4]1.[CH:29]([N:32]1[CH2:37][CH2:36][NH:35][CH2:34][CH2:33]1)([CH3:31])[CH3:30].CCN(C(C)C)C(C)C. Product: [CH:29]([N:32]1[CH2:37][CH2:36][N:35]([C:1]([O:2][CH:3]2[CH2:4][CH2:5][N:6]([C:9]3[CH:14]=[CH:13][C:12]([C:15](=[O:17])[NH2:16])=[CH:11][N:10]=3)[CH2:7][CH2:8]2)=[O:28])[CH2:34][CH2:33]1)([CH3:31])[CH3:30]. The catalyst class is: 17. (9) Reactant: FC1C([O:8][C:9](=O)[C:10]2[CH:15]=[CH:14][C:13]([OH:16])=[C:12]([C:17]#[N:18])[CH:11]=2)=C(F)C(F)=C(F)C=1F.[CH3:24][C:25]1[C:47]([CH3:48])=[CH:46][C:45]([CH3:49])=[C:44]([CH3:50])[C:26]=1[CH2:27][O:28][C:29]1[CH:30]=[C:31]([C:35]2[CH:39]=[CH:38][O:37][C:36]=2[C:40]([NH:42][NH2:43])=[O:41])[CH:32]=[CH:33][CH:34]=1. Product: [C:17]([C:12]1[CH:11]=[C:10]([CH:15]=[CH:14][C:13]=1[OH:16])[C:9]([NH:43][NH:42][C:40]([C:36]1[O:37][CH:38]=[CH:39][C:35]=1[C:31]1[CH:32]=[CH:33][CH:34]=[C:29]([O:28][CH2:27][C:26]2[C:44]([CH3:50])=[C:45]([CH3:49])[CH:46]=[C:47]([CH3:48])[C:25]=2[CH3:24])[CH:30]=1)=[O:41])=[O:8])#[N:18]. The catalyst class is: 39.